This data is from Peptide-MHC class I binding affinity with 185,985 pairs from IEDB/IMGT. The task is: Regression. Given a peptide amino acid sequence and an MHC pseudo amino acid sequence, predict their binding affinity value. This is MHC class I binding data. (1) The peptide sequence is EIIFYHPTF. The MHC is HLA-B48:01 with pseudo-sequence HLA-B48:01. The binding affinity (normalized) is 0.0847. (2) The peptide sequence is EVRLATMLF. The MHC is HLA-A11:01 with pseudo-sequence HLA-A11:01. The binding affinity (normalized) is 0.0847.